This data is from Full USPTO retrosynthesis dataset with 1.9M reactions from patents (1976-2016). The task is: Predict the reactants needed to synthesize the given product. Given the product [F:1][C:2]1[CH:9]=[C:8]([N:18]2[CH2:19][CH2:20][C@H:16]([C:13]([OH:12])([CH3:15])[CH3:14])[C@@H:17]2[CH3:21])[C:7]([F:11])=[CH:6][C:3]=1[C:4]#[N:5], predict the reactants needed to synthesize it. The reactants are: [F:1][C:2]1[CH:9]=[C:8](F)[C:7]([F:11])=[CH:6][C:3]=1[C:4]#[N:5].[OH:12][C:13]([C@H:16]1[CH2:20][CH2:19][NH:18][C@H:17]1[CH3:21])([CH3:15])[CH3:14].C(=O)([O-])[O-].[Li+].[Li+].